Dataset: Catalyst prediction with 721,799 reactions and 888 catalyst types from USPTO. Task: Predict which catalyst facilitates the given reaction. (1) Product: [CH2:1]([C:3]1[C:12]2[O:11][CH:10]([CH3:13])[CH2:9][N:8]([C:14]([O:16][C:17]([CH3:19])([CH3:18])[CH3:20])=[O:15])[CH2:7][C:6]=2[S:5][CH:4]=1)[CH3:2]. The catalyst class is: 358. Reactant: [CH:1]([C:3]1[C:12]2[O:11][CH:10]([CH3:13])[CH2:9][N:8]([C:14]([O:16][C:17]([CH3:20])([CH3:19])[CH3:18])=[O:15])[CH2:7][C:6]=2[S:5][CH:4]=1)=[CH2:2]. (2) The catalyst class is: 3. Reactant: [NH2:1][CH2:2][C:3]1[CH:18]=[CH:17][C:6]2[N:7]([CH2:12][CH2:13][CH:14]([CH3:16])[CH3:15])[C:8]([CH2:10][OH:11])=[N:9][C:5]=2[CH:4]=1.CCN(C(C)C)C(C)C.[CH3:28][C:29]([O:32][C:33](O[C:33]([O:32][C:29]([CH3:31])([CH3:30])[CH3:28])=[O:34])=[O:34])([CH3:31])[CH3:30]. Product: [C:29]([O:32][C:33](=[O:34])[NH:1][CH2:2][C:3]1[CH:18]=[CH:17][C:6]2[N:7]([CH2:12][CH2:13][CH:14]([CH3:15])[CH3:16])[C:8]([CH2:10][OH:11])=[N:9][C:5]=2[CH:4]=1)([CH3:31])([CH3:30])[CH3:28]. (3) Reactant: [C:1]([C:3]1[CH:4]=[C:5]([CH:10]=[C:11]([C:13]#[N:14])[CH:12]=1)[C:6]([O:8]C)=[O:7])#[N:2].[Li+].[OH-]. Product: [C:13]([C:11]1[CH:10]=[C:5]([CH:4]=[C:3]([C:1]#[N:2])[CH:12]=1)[C:6]([OH:8])=[O:7])#[N:14]. The catalyst class is: 20. (4) Reactant: [C:1]1(=O)[C:9]2[C:4](=[CH:5][CH:6]=[CH:7][CH:8]=2)[CH2:3][CH2:2]1.Cl.[C:12]1(C)[CH:17]=[CH:16][C:15]([NH:18]N)=[CH:14][CH:13]=1. Product: [CH:5]1[CH:6]=[CH:7][CH:8]=[C:9]2[C:4]=1[CH:3]=[C:2]1[C:16]3[CH:17]=[CH:12][CH:13]=[CH:14][C:15]=3[N:18]=[C:1]12. The catalyst class is: 811. (5) Reactant: [C:1]([O:5][C:6](=[O:38])[NH:7][C@@:8]([C:12]1[CH:21]=[CH:20][C:19]2[C:14](=[CH:15][CH:16]=[C:17]([O:26][CH:27]3[CH2:32][CH2:31][CH:30]([CH:33]4[CH2:37][CH2:36][CH2:35][CH2:34]4)[CH2:29][CH2:28]3)[C:18]=2[C:22]([F:25])([F:24])[F:23])[CH:13]=1)([CH3:11])[CH2:9][OH:10])([CH3:4])([CH3:3])[CH3:2].N1C=NN=N1.[O:44]1CCCC1.C(N(CC)[P:52]([O:58][C:59]([CH3:62])([CH3:61])[CH3:60])[O:53][C:54]([CH3:57])([CH3:56])[CH3:55])C. Product: [C:1]([O:5][C:6](=[O:38])[NH:7][C@@:8]([C:12]1[CH:21]=[CH:20][C:19]2[C:14](=[CH:15][CH:16]=[C:17]([O:26][CH:27]3[CH2:28][CH2:29][CH:30]([CH:33]4[CH2:34][CH2:35][CH2:36][CH2:37]4)[CH2:31][CH2:32]3)[C:18]=2[C:22]([F:24])([F:25])[F:23])[CH:13]=1)([CH3:11])[CH2:9][O:10][P:52]([O:53][C:54]([CH3:55])([CH3:56])[CH3:57])([O:58][C:59]([CH3:60])([CH3:61])[CH3:62])=[O:44])([CH3:2])([CH3:3])[CH3:4]. The catalyst class is: 2. (6) Reactant: [C:1]1([NH:7][C:8]([NH:10][C:11]2[CH:16]=[CH:15][CH:14]=[CH:13][CH:12]=2)=[O:9])[CH:6]=[CH:5][CH:4]=[CH:3][CH:2]=1.[C:17](O)(=[O:22])[CH2:18][C:19](O)=[O:20]. Product: [C:11]1([N:10]2[C:19](=[O:20])[CH2:18][C:17](=[O:22])[N:7]([C:1]3[CH:2]=[CH:3][CH:4]=[CH:5][CH:6]=3)[C:8]2=[O:9])[CH:16]=[CH:15][CH:14]=[CH:13][CH:12]=1. The catalyst class is: 152. (7) Reactant: [NH:1]1[C:5]2=[N:6][CH:7]=[CH:8][C:9]([NH:10][C:11]3[CH:16]=[CH:15][C:14]([NH2:17])=[CH:13][CH:12]=3)=[C:4]2[CH:3]=[CH:2]1.[Cl:18][C:19]1[CH:24]=[C:23](Cl)[N:22]=[C:21]([NH2:26])[N:20]=1.Cl.[OH-].[Na+]. Product: [Cl:18][C:19]1[N:20]=[C:21]([NH2:26])[N:22]=[C:23]([NH:17][C:14]2[CH:15]=[CH:16][C:11]([NH:10][C:9]3[CH:8]=[CH:7][N:6]=[C:5]4[NH:1][CH:2]=[CH:3][C:4]=34)=[CH:12][CH:13]=2)[CH:24]=1. The catalyst class is: 6.